From a dataset of Peptide-MHC class I binding affinity with 185,985 pairs from IEDB/IMGT. Regression. Given a peptide amino acid sequence and an MHC pseudo amino acid sequence, predict their binding affinity value. This is MHC class I binding data. (1) The peptide sequence is TQFAGVVTV. The MHC is HLA-B39:01 with pseudo-sequence HLA-B39:01. The binding affinity (normalized) is 0.936. (2) The peptide sequence is KTWKPTIFL. The MHC is HLA-A02:02 with pseudo-sequence HLA-A02:02. The binding affinity (normalized) is 0.342.